This data is from Reaction yield outcomes from USPTO patents with 853,638 reactions. The task is: Predict the reaction yield, written as a fraction of the theoretical maximum amount of product (1.0 means a 100% yield; for example, 0.34 means a 34% yield). (1) The reactants are [N:1]1[CH:6]=[CH:5][CH:4]=[C:3]([C:7]([C:9]2[CH:14]=[CH:13][CH:12]=[CH:11][C:10]=2[Cl:15])=[O:8])[CH:2]=1.S(=O)(=O)(O)O.[N+:21]([O-])([OH:23])=[O:22].[OH-].[NH4+]. No catalyst specified. The product is [Cl:15][C:10]1[CH:11]=[CH:12][C:13]([N+:21]([O-:23])=[O:22])=[CH:14][C:9]=1[C:7]([C:3]1[CH:2]=[N:1][CH:6]=[CH:5][CH:4]=1)=[O:8]. The yield is 0.942. (2) The reactants are [C:1]([O:9]C)(=O)[C:2]#[C:3][C:4]([O:6][CH3:7])=[O:5].[C:11]1([NH:17][NH2:18])[CH:16]=[CH:15][CH:14]=[CH:13][CH:12]=1. The catalyst is C1(C)C=CC=CC=1.C(O)(=O)C. The product is [OH:9][C:1]1[CH:2]=[C:3]([C:4]([O:6][CH3:7])=[O:5])[N:17]([C:11]2[CH:16]=[CH:15][CH:14]=[CH:13][CH:12]=2)[N:18]=1. The yield is 0.650. (3) The reactants are Cl.[Cl:2][C:3]1[CH:4]=[C:5]([N:13]([CH2:23][CH3:24])[C@H:14]2[CH2:19][CH2:18][C@H:17]([N:20]([CH3:22])[CH3:21])[CH2:16][CH2:15]2)[C:6]([CH3:12])=[C:7]([CH:11]=1)[C:8](O)=[O:9].CCN(C(C)C)C(C)C.CN(C(ON1N=NC2C=CC=NC1=2)=[N+](C)C)C.F[P-](F)(F)(F)(F)F.[CH3:58][O:59][C:60]1[N:64]([CH3:65])[N:63]=[C:62]([CH3:66])[C:61]=1[CH2:67][NH2:68].C([O-])(O)=O.[Na+]. The catalyst is CN(C=O)C.C(Cl)Cl.CO. The product is [Cl:2][C:3]1[CH:4]=[C:5]([N:13]([C@H:14]2[CH2:19][CH2:18][C@H:17]([N:20]([CH3:21])[CH3:22])[CH2:16][CH2:15]2)[CH2:23][CH3:24])[C:6]([CH3:12])=[C:7]([CH:11]=1)[C:8]([NH:68][CH2:67][C:61]1[C:62]([CH3:66])=[N:63][N:64]([CH3:65])[C:60]=1[O:59][CH3:58])=[O:9]. The yield is 0.430. (4) The reactants are [Cl:1][C:2]1[CH:3]=[CH:4][C:5]2[N:14]([C:15]([C:17]3[CH:24]=[CH:23][C:20]([C:21]#[N:22])=[C:19]([CH3:25])[CH:18]=3)=[O:16])[CH2:13][CH2:12][C:11]3[N:10]=[C:9]([CH3:26])[NH:8][C:7]=3[C:6]=2[CH:27]=1.[BH4-].[Na+].[NH4+].[Cl-]. The catalyst is CO.O.O.O.O.O.O.[Co](Cl)Cl. The product is [NH2:22][CH2:21][C:20]1[CH:23]=[CH:24][C:17]([C:15]([N:14]2[CH2:13][CH2:12][C:11]3[N:10]=[C:9]([CH3:26])[NH:8][C:7]=3[C:6]3[CH:27]=[C:2]([Cl:1])[CH:3]=[CH:4][C:5]2=3)=[O:16])=[CH:18][C:19]=1[CH3:25]. The yield is 0.300. (5) The reactants are [CH3:1][O:2][C:3]1[C:12]([N:13](C2C=CC=CC=2)[C:14](=[O:16])[O-])=[N:11][C:10]2[C:5](=[CH:6][CH:7]=[CH:8][CH:9]=2)[N:4]=1.[C:23]1([C:29]2([C:35]3[CH:40]=[CH:39][CH:38]=[CH:37][CH:36]=3)[CH2:34][CH2:33][NH:32][CH2:31][CH2:30]2)[CH:28]=[CH:27][CH:26]=[CH:25][CH:24]=1.C1CCN2C(=NCCC2)CC1. The catalyst is C1COCC1. The product is [CH3:1][O:2][C:3]1[C:12]([NH:13][C:14]([N:32]2[CH2:33][CH2:34][C:29]([C:23]3[CH:28]=[CH:27][CH:26]=[CH:25][CH:24]=3)([C:35]3[CH:40]=[CH:39][CH:38]=[CH:37][CH:36]=3)[CH2:30][CH2:31]2)=[O:16])=[N:11][C:10]2[C:5](=[CH:6][CH:7]=[CH:8][CH:9]=2)[N:4]=1. The yield is 0.657. (6) The reactants are B(O)O.[C:4]([O:8][C:9](=[O:11])[NH2:10])([CH3:7])([CH3:6])[CH3:5].[C:12]([O:16][C:17]([N:19]1[CH2:23][CH2:22][CH2:21][CH:20]1[C:24]1[NH:25][C:26]([C:29]2[CH:34]=[CH:33][C:32](Br)=[CH:31][CH:30]=2)=[CH:27][N:28]=1)=[O:18])([CH3:15])([CH3:14])[CH3:13].C([O-])([O-])=O.[K+].[K+]. The catalyst is C1C=CC([P]([Pd]([P](C2C=CC=CC=2)(C2C=CC=CC=2)C2C=CC=CC=2)([P](C2C=CC=CC=2)(C2C=CC=CC=2)C2C=CC=CC=2)[P](C2C=CC=CC=2)(C2C=CC=CC=2)C2C=CC=CC=2)(C2C=CC=CC=2)C2C=CC=CC=2)=CC=1.COCCOC.O. The product is [C:4]([O:8][C:9]([N:10]1[CH2:23][CH2:22][CH2:21][CH:20]1[C:24]1[NH:25][C:26]([C:29]2[CH:34]=[CH:33][C:32]([C:32]3[CH:31]=[CH:30][C:29]([C:26]4[NH:25][C:24]([C:20]5([NH:19][C:17]([O:16][C:12]([CH3:14])([CH3:15])[CH3:13])=[O:18])[CH2:21][CH2:22][CH2:23]5)=[N:28][CH:27]=4)=[CH:34][CH:33]=3)=[CH:31][CH:30]=2)=[CH:27][N:28]=1)=[O:11])([CH3:7])([CH3:6])[CH3:5]. The yield is 0.0900. (7) The reactants are [CH2:1]([O:3][C:4](=[O:38])[C@H:5]([CH2:20][CH2:21][CH2:22][CH2:23][NH:24][C:25](=[O:37])[CH2:26][CH2:27][CH2:28][CH2:29][CH2:30][CH2:31][CH2:32][CH2:33][CH2:34][CH2:35][CH3:36])[NH:6][C:7](=[O:19])[CH2:8][CH2:9][CH2:10][CH2:11][CH2:12][CH2:13][CH2:14][CH2:15][CH2:16][CH2:17]Br)[CH3:2].C(O)C.[CH3:42][NH:43][CH3:44]. The product is [CH2:1]([O:3][C:4](=[O:38])[C@H:5]([CH2:20][CH2:21][CH2:22][CH2:23][NH:24][C:25](=[O:37])[CH2:26][CH2:27][CH2:28][CH2:29][CH2:30][CH2:31][CH2:32][CH2:33][CH2:34][CH2:35][CH3:36])[NH:6][C:7](=[O:19])[CH2:8][CH2:9][CH2:10][CH2:11][CH2:12][CH2:13][CH2:14][CH2:15][CH2:16][CH2:17][N:43]([CH3:44])[CH3:42])[CH3:2]. No catalyst specified. The yield is 0.800.